This data is from Full USPTO retrosynthesis dataset with 1.9M reactions from patents (1976-2016). The task is: Predict the reactants needed to synthesize the given product. (1) The reactants are: C(OC(=O)[NH:7][C:8]1[CH:13]=[CH:12][C:11]([CH2:14][NH:15][C:16]([C:18]2[C:19]3[CH:20]=[N:21][N:22]([C:27]4[CH:32]=[CH:31][C:30]([F:33])=[CH:29][CH:28]=4)[C:23]=3[CH:24]=[CH:25][CH:26]=2)=[O:17])=[CH:10][N:9]=1)(C)(C)C.NCC1C=CC(NC(=O)OC(C)(C)C)=NC=1.Cl.O1CCOCC1. Given the product [NH2:7][C:8]1[N:9]=[CH:10][C:11]([CH2:14][NH:15][C:16]([C:18]2[C:19]3[CH:20]=[N:21][N:22]([C:27]4[CH:28]=[CH:29][C:30]([F:33])=[CH:31][CH:32]=4)[C:23]=3[CH:24]=[CH:25][CH:26]=2)=[O:17])=[CH:12][CH:13]=1, predict the reactants needed to synthesize it. (2) Given the product [CH3:7][C:8]([CH3:15])([CH2:9][OH:10])[C@@H:13]([OH:14])[CH2:11][OH:12], predict the reactants needed to synthesize it. The reactants are: [H-].[Al+3].[Li+].[H-].[H-].[H-].[CH3:7][C:8]1([CH3:15])[C@@H:13]([OH:14])[C:11](=[O:12])[O:10][CH2:9]1. (3) Given the product [C:7]([CH2:6][C:5]1[CH:9]=[CH:10][C:2]([O:1][CH:18]([CH3:21])[C:19]#[N:20])=[CH:3][CH:4]=1)#[N:8], predict the reactants needed to synthesize it. The reactants are: [OH:1][C:2]1[CH:10]=[CH:9][C:5]([CH2:6][C:7]#[N:8])=[CH:4][CH:3]=1.C(=O)([O-])[O-].[K+].[K+].Br[CH:18]([CH3:21])[C:19]#[N:20].